From a dataset of Full USPTO retrosynthesis dataset with 1.9M reactions from patents (1976-2016). Predict the reactants needed to synthesize the given product. (1) Given the product [Cl:1][C:2]1[CH:7]=[N:6][CH:5]=[C:4]([O:8][C:16]2[CH:21]=[CH:20][CH:19]=[CH:18][N:17]=2)[CH:3]=1, predict the reactants needed to synthesize it. The reactants are: [Cl:1][C:2]1[CH:3]=[C:4]([OH:8])[CH:5]=[N:6][CH:7]=1.CC([O-])(C)C.[K+].Cl[C:16]1[CH:21]=[CH:20][CH:19]=[CH:18][N:17]=1. (2) Given the product [NH2:9][CH2:7][C:6]1[CH:10]=[C:2]([I:1])[CH:3]=[CH:4][C:5]=1[NH:11][CH3:12], predict the reactants needed to synthesize it. The reactants are: [I:1][C:2]1[CH:3]=[CH:4][C:5]([NH:11][CH3:12])=[C:6]([CH:10]=1)[C:7]([NH2:9])=O. (3) Given the product [CH2:1]([O:3][C:4]([C:6]1[C:7]([CH:14]=[CH:17][N:18]([CH3:20])[CH3:19])=[N:8][C:9]([S:12][CH3:13])=[N:10][CH:11]=1)=[O:5])[CH3:2], predict the reactants needed to synthesize it. The reactants are: [CH2:1]([O:3][C:4]([C:6]1[C:7]([CH3:14])=[N:8][C:9]([S:12][CH3:13])=[N:10][CH:11]=1)=[O:5])[CH3:2].CO[CH:17](OC)[N:18]([CH3:20])[CH3:19]. (4) Given the product [CH3:13][C:12]1[N:7]([C:4]2[CH:5]=[CH:6][N:2]([CH3:1])[N:3]=2)[C:9]([CH3:8])=[CH:10][CH:11]=1, predict the reactants needed to synthesize it. The reactants are: [CH3:1][N:2]1[CH:6]=[CH:5][C:4]([NH2:7])=[N:3]1.[CH3:8][C:9](=O)[CH2:10][CH2:11][C:12](=O)[CH3:13].C1(C)C=CC(S(O)(=O)=O)=CC=1.O. (5) Given the product [C:11]([C:2]1[CH:3]=[C:4]([CH3:10])[C:5]([O:8][CH3:9])=[N:6][CH:7]=1)#[N:12], predict the reactants needed to synthesize it. The reactants are: Br[C:2]1[CH:3]=[C:4]([CH3:10])[C:5]([O:8][CH3:9])=[N:6][CH:7]=1.[C:11]([Cu])#[N:12].